This data is from Reaction yield outcomes from USPTO patents with 853,638 reactions. The task is: Predict the reaction yield, written as a fraction of the theoretical maximum amount of product (1.0 means a 100% yield; for example, 0.34 means a 34% yield). (1) The reactants are [F:1][CH2:2][CH2:3][O:4][C:5]1[CH:10]=[CH:9][C:8]([C:11](=O)[CH3:12])=[CH:7][CH:6]=1.[NH2:14][C:15]1[S:16]/[C:17](=[CH:21]\[C:22]2[CH:27]=[C:26]([O:28][CH3:29])[C:25]([OH:30])=[C:24]([Cl:31])[CH:23]=2)/[C:18](=[O:20])[N:19]=1. No catalyst specified. The product is [Cl:31][C:24]1[CH:23]=[C:22](/[CH:21]=[C:17]2/[C:18](=[O:20])[N:19]3[CH:12]=[C:11]([C:8]4[CH:9]=[CH:10][C:5]([O:4][CH2:3][CH2:2][F:1])=[CH:6][CH:7]=4)[N:14]=[C:15]3[S:16]/2)[CH:27]=[C:26]([O:28][CH3:29])[C:25]=1[OH:30]. The yield is 0.130. (2) The reactants are [CH3:1][C:2]([C:4]1[C:13]2[C:8](=[CH:9][CH:10]=[CH:11][CH:12]=2)[CH:7]=[CH:6][CH:5]=1)=[O:3].[H-].[Na+].[CH3:16][O:17][C:18](=O)[O:19]C. The catalyst is CCCCCC.C(OCC)(=O)C. The product is [C:4]1([C:2](=[O:3])[CH2:1][C:18]([O:17][CH3:16])=[O:19])[C:13]2[C:8](=[CH:9][CH:10]=[CH:11][CH:12]=2)[CH:7]=[CH:6][CH:5]=1. The yield is 0.730. (3) The reactants are [O:1]1[CH2:5][CH2:4][CH2:3][N:2]1[C:6]1[CH:11]=[C:10]([Cl:12])[C:9]([S:13]([NH2:16])(=[O:15])=[O:14])=[C:8](Cl)[C:7]=1[N+:18]([O-:20])=[O:19].[H-].[Na+].[OH2:23]. No catalyst specified. The product is [O:1]1[CH2:5][CH2:4][CH2:3][N:2]1[C:6]1[CH:11]=[C:10]([Cl:12])[C:9]([S:13]([NH2:16])(=[O:15])=[O:14])=[C:8]([OH:23])[C:7]=1[N+:18]([O-:20])=[O:19]. The yield is 0.770. (4) The reactants are [Br:1][C:2]1[CH:3]=[CH:4][C:5]([NH:8][C:9]2[S:10][CH:11]=[C:12]([CH2:14][O:15]C(=O)C)[N:13]=2)=[N:6][CH:7]=1.[OH-].[Na+]. The catalyst is C(O)C. The product is [Br:1][C:2]1[CH:3]=[CH:4][C:5]([NH:8][C:9]2[S:10][CH:11]=[C:12]([CH2:14][OH:15])[N:13]=2)=[N:6][CH:7]=1. The yield is 0.560. (5) The reactants are C([O:3][C:4](=[O:36])[CH:5]([NH:14][C:15]([C:17]1[CH:22]=[C:21]([CH3:23])[N:20]=[C:19]([C:24]2[CH:29]=[CH:28][C:27]([C:30]3[CH:35]=[CH:34][CH:33]=[CH:32][CH:31]=3)=[CH:26][CH:25]=2)[N:18]=1)=[O:16])[CH2:6][C:7]1[CH:12]=[CH:11][C:10]([Cl:13])=[CH:9][CH:8]=1)C.[OH-].[Li+]. The catalyst is C1COCC1. The product is [C:27]1([C:30]2[CH:35]=[CH:34][CH:33]=[CH:32][CH:31]=2)[CH:26]=[CH:25][C:24]([C:19]2[N:18]=[C:17]([C:15]([NH:14][CH:5]([CH2:6][C:7]3[CH:12]=[CH:11][C:10]([Cl:13])=[CH:9][CH:8]=3)[C:4]([OH:36])=[O:3])=[O:16])[CH:22]=[C:21]([CH3:23])[N:20]=2)=[CH:29][CH:28]=1. The yield is 0.740.